Predict the product of the given reaction. From a dataset of Forward reaction prediction with 1.9M reactions from USPTO patents (1976-2016). (1) Given the reactants P([O:13][CH2:14][CH2:15][N:16]([CH:50]1[CH2:53][CH2:52][CH2:51]1)[CH2:17][CH2:18][CH2:19][O:20][C:21]1[CH:30]=[C:29]2[C:24]([C:25]([NH:31][C:32]3[CH:36]=[C:35]([CH2:37][C:38]([NH:40][C:41]4[CH:46]=[CH:45][CH:44]=[C:43]([F:47])[CH:42]=4)=[O:39])[NH:34][N:33]=3)=[N:26][CH:27]=[N:28]2)=[CH:23][C:22]=1[O:48][CH3:49])(OC(C)(C)C)(OC(C)(C)C)=O.C1(NCCO)CCC1, predict the reaction product. The product is: [CH:50]1([N:16]([CH2:15][CH2:14][OH:13])[CH2:17][CH2:18][CH2:19][O:20][C:21]2[CH:30]=[C:29]3[C:24]([C:25]([NH:31][C:32]4[CH:36]=[C:35]([CH2:37][C:38]([NH:40][C:41]5[CH:46]=[CH:45][CH:44]=[C:43]([F:47])[CH:42]=5)=[O:39])[NH:34][N:33]=4)=[N:26][CH:27]=[N:28]3)=[CH:23][C:22]=2[O:48][CH3:49])[CH2:53][CH2:52][CH2:51]1. (2) Given the reactants [Cr](Cl)([O-])(=O)=O.[NH+]1C=CC=CC=1.[CH2:12]([O:14][C:15]([N:17]1[CH2:22][CH2:21][N:20]([C:23]2[CH:28]=[CH:27][C:26]([CH:29]([C:31]3[CH:32]=[N:33][C:34]([NH:37][C:38]4[CH:43]=[CH:42][C:41]([F:44])=[CH:40][C:39]=4[F:45])=[CH:35][CH:36]=3)[OH:30])=[C:25]([Cl:46])[CH:24]=2)[CH2:19][CH2:18]1)=[O:16])[CH3:13], predict the reaction product. The product is: [CH2:12]([O:14][C:15]([N:17]1[CH2:22][CH2:21][N:20]([C:23]2[CH:28]=[CH:27][C:26]([C:29]([C:31]3[CH:32]=[N:33][C:34]([NH:37][C:38]4[CH:43]=[CH:42][C:41]([F:44])=[CH:40][C:39]=4[F:45])=[CH:35][CH:36]=3)=[O:30])=[C:25]([Cl:46])[CH:24]=2)[CH2:19][CH2:18]1)=[O:16])[CH3:13]. (3) Given the reactants [CH2:1]([N:3]1[C:8]2[N:9]=[C:10]([NH:13][C:14]3[CH:19]=[CH:18][C:17]([N:20]4[CH2:25][CH2:24][N:23]([CH3:26])[CH2:22][CH2:21]4)=[CH:16][CH:15]=3)[N:11]=[CH:12][C:7]=2[CH:6]=[C:5](B(O)O)[C:4]1=[O:30])[CH3:2].Br[C:32]1[CH:37]=[CH:36][C:35]([S:38]([CH3:41])(=[O:40])=[O:39])=[CH:34][C:33]=1[Cl:42].C(=O)([O-])[O-].[Na+].[Na+], predict the reaction product. The product is: [Cl:42][C:33]1[CH:34]=[C:35]([S:38]([CH3:41])(=[O:40])=[O:39])[CH:36]=[CH:37][C:32]=1[C:5]1[C:4](=[O:30])[N:3]([CH2:1][CH3:2])[C:8]2[N:9]=[C:10]([NH:13][C:14]3[CH:15]=[CH:16][C:17]([N:20]4[CH2:21][CH2:22][N:23]([CH3:26])[CH2:24][CH2:25]4)=[CH:18][CH:19]=3)[N:11]=[CH:12][C:7]=2[CH:6]=1.